From a dataset of Reaction yield outcomes from USPTO patents with 853,638 reactions. Predict the reaction yield, written as a fraction of the theoretical maximum amount of product (1.0 means a 100% yield; for example, 0.34 means a 34% yield). (1) The yield is 0.110. The reactants are CN(C)[CH2:3][CH2:4][C:5]([C:7]1[CH:12]=[C:11]([O:13][CH3:14])[C:10]([O:15][CH3:16])=[C:9]([O:17][CH3:18])[CH:8]=1)=[O:6].[OH:20][C:21]1[C:28]([OH:29])=[C:27]([O:30][CH3:31])[CH:26]=[CH:25][C:22]=1C=O.[CH3:32]CN(CC)CC. The product is [CH3:18][O:17][C:9]1[CH:8]=[C:7]([CH:12]=[C:11]([O:13][CH3:14])[C:10]=1[O:15][CH3:16])[C:5]([C:4]1[CH2:31][O:30][C:27]2[C:26]([CH:3]=1)=[CH:25][CH:22]=[C:21]([O:20][CH3:32])[C:28]=2[OH:29])=[O:6]. The catalyst is [Br-].C([N+]1C(C)=C(CCO)SC=1)C. (2) The reactants are Br[C:2]1[CH:22]=[CH:21][CH:20]=[CH:19][C:3]=1[CH2:4][O:5][CH2:6][CH2:7][CH:8]1[CH2:13][CH2:12][N:11]([CH2:14][C:15]([F:18])([F:17])[F:16])[CH2:10][CH2:9]1.[CH3:23][C:24]1([CH3:40])[C:28]([CH3:30])([CH3:29])[O:27][B:26]([B:26]2[O:27][C:28]([CH3:30])([CH3:29])[C:24]([CH3:40])([CH3:23])[O:25]2)[O:25]1.C(=O)([O-])[O-].[K+].[K+].C(OCC)(=O)C.CCCCCCC. The catalyst is O1CCOCC1.C1(P([C-]2C=CC=C2)C2C=CC=CC=2)C=CC=CC=1.[C-]1(P(C2C=CC=CC=2)C2C=CC=CC=2)C=CC=C1.[Fe+2].[Pd](Cl)Cl. The product is [CH3:23][C:24]1([CH3:40])[C:28]([CH3:30])([CH3:29])[O:27][B:26]([C:2]2[CH:22]=[CH:21][CH:20]=[CH:19][C:3]=2[CH2:4][O:5][CH2:6][CH2:7][CH:8]2[CH2:13][CH2:12][N:11]([CH2:14][C:15]([F:18])([F:17])[F:16])[CH2:10][CH2:9]2)[O:25]1. The yield is 0.980. (3) The reactants are Br[C:2]1[CH:3]=[C:4]2[O:21][CH2:20][CH2:19][O:18][C:5]2=[C:6]2[C:10]=1[N:9]([CH2:11][CH2:12][CH3:13])[CH:8]=[C:7]2[CH2:14][C:15]([OH:17])=[O:16].CC([O-])=O.[Na+]. The catalyst is C(OCC)(=O)C.[Pd]. The product is [CH2:11]([N:9]1[C:10]2[C:6](=[C:5]3[O:18][CH2:19][CH2:20][O:21][C:4]3=[CH:3][CH:2]=2)[C:7]([CH2:14][C:15]([OH:17])=[O:16])=[CH:8]1)[CH2:12][CH3:13]. The yield is 0.970.